From a dataset of CYP2D6 substrate classification data from Carbon-Mangels et al.. Regression/Classification. Given a drug SMILES string, predict its absorption, distribution, metabolism, or excretion properties. Task type varies by dataset: regression for continuous measurements (e.g., permeability, clearance, half-life) or binary classification for categorical outcomes (e.g., BBB penetration, CYP inhibition). Dataset: cyp2d6_substrate_carbonmangels. (1) The compound is CN[C@H]1CC[C@@H](c2ccc(Cl)c(Cl)c2)c2ccccc21. The result is 1 (substrate). (2) The molecule is Nc1cc(N2CCCCC2)nc(N)[n+]1[O-]. The result is 0 (non-substrate). (3) The molecule is CC(C)NC[C@H](O)COc1ccc(CCOCC2CC2)cc1. The result is 1 (substrate). (4) The drug is CN(C)CCOC1=Cc2ccccc2Sc2ccc(Cl)cc21. The result is 1 (substrate). (5) The compound is CCCCC1C(=O)N(c2ccccc2)N(c2ccccc2)C1=O. The result is 0 (non-substrate). (6) The molecule is O=NN(CCCl)C(=O)NC1CCCCC1. The result is 0 (non-substrate).